This data is from Forward reaction prediction with 1.9M reactions from USPTO patents (1976-2016). The task is: Predict the product of the given reaction. (1) Given the reactants [Br:1][C:2]1[CH:3]=[CH:4][C:5]([Cl:10])=[C:6]([O:8]C)[CH:7]=1.O.[Cl-].[Na+], predict the reaction product. The product is: [Br:1][C:2]1[CH:3]=[CH:4][C:5]([Cl:10])=[C:6]([OH:8])[CH:7]=1. (2) Given the reactants [C:1]([C:4]1[C:12]2[C:7](=[CH:8][CH:9]=[C:10]([NH:13][C:14]3[N:15]=[N:16][CH:17]=[CH:18][CH:19]=3)[CH:11]=2)[N:6]([CH2:20][C:21]([OH:23])=O)[N:5]=1)(=[O:3])[NH2:2].CCN(C(C)C)C(C)C.Cl.[Cl:34][C:35]1[N:40]=[C:39]([NH:41][C:42]([C@@H:44]2[CH2:48][C@@H:47]([F:49])[CH2:46][NH:45]2)=[O:43])[CH:38]=[CH:37][CH:36]=1.CN(C(ON1N=NC2C=CC=NC1=2)=[N+](C)C)C.F[P-](F)(F)(F)(F)F, predict the reaction product. The product is: [Cl:34][C:35]1[N:40]=[C:39]([NH:41][C:42]([C@@H:44]2[CH2:48][C@@H:47]([F:49])[CH2:46][N:45]2[C:21](=[O:23])[CH2:20][N:6]2[C:7]3[C:12](=[CH:11][C:10]([NH:13][C:14]4[N:15]=[N:16][CH:17]=[CH:18][CH:19]=4)=[CH:9][CH:8]=3)[C:4]([C:1]([NH2:2])=[O:3])=[N:5]2)=[O:43])[CH:38]=[CH:37][CH:36]=1. (3) Given the reactants FC1C=CC=CC=1NC(=S)NC1C=CC(C2C=C3C(CN([C@@H](C(C)C)C(O)=O)C3=O)=CC=2)=CC=1.[CH3:35][O:36][C:37]1[CH:42]=[CH:41][C:40]([NH:43][C:44](=[S:70])[NH:45][C:46]2[CH:51]=[CH:50][C:49]([C:52]3[CH:60]=[C:59]4[C:55]([CH2:56][N:57]([C@@H:62]([CH:67]([CH3:69])[CH3:68])[C:63]([O:65]C)=[O:64])[C:58]4=[O:61])=[CH:54][CH:53]=3)=[CH:48][CH:47]=2)=[CH:39][CH:38]=1, predict the reaction product. The product is: [CH3:35][O:36][C:37]1[CH:42]=[CH:41][C:40]([NH:43][C:44](=[S:70])[NH:45][C:46]2[CH:47]=[CH:48][C:49]([C:52]3[CH:60]=[C:59]4[C:55]([CH2:56][N:57]([C@@H:62]([CH:67]([CH3:68])[CH3:69])[C:63]([OH:65])=[O:64])[C:58]4=[O:61])=[CH:54][CH:53]=3)=[CH:50][CH:51]=2)=[CH:39][CH:38]=1. (4) The product is: [Cl:20][C:19]1[CH:30]=[CH:31][C:26]([O:25][CH3:24])=[CH:27][C:28]=1[C:32](=[O:34])[CH3:33]. Given the reactants [B-](F)(F)(F)F.[B-](F)(F)(F)F.C1[N+]2([CH2:19][Cl:20])CC[N+](F)(CC2)C1.[Cl-].[Na+].[CH3:24][O:25][C:26]1[CH:27]=[C:28]([C:32](=[O:34])[CH3:33])C=[CH:30][CH:31]=1, predict the reaction product.